This data is from Forward reaction prediction with 1.9M reactions from USPTO patents (1976-2016). The task is: Predict the product of the given reaction. (1) Given the reactants [Cl:1][C:2]1[CH:7]=[CH:6][C:5]([C:8]2[C:9]3[C:25]([CH3:26])=[C:24]([CH3:27])[S:23][C:10]=3[C:11]3[C:21]([CH3:22])=[N:20][O:19][C:12]=3[C@H:13]([CH2:15][C:16]([NH2:18])=O)[N:14]=2)=[CH:4][CH:3]=1.COC1C=CC(P2(SP(C3C=CC(OC)=CC=3)(=S)S2)=[S:37])=CC=1, predict the reaction product. The product is: [Cl:1][C:2]1[CH:7]=[CH:6][C:5]([C:8]2[C:9]3[C:25]([CH3:26])=[C:24]([CH3:27])[S:23][C:10]=3[C:11]3[C:21]([CH3:22])=[N:20][O:19][C:12]=3[C@H:13]([CH2:15][C:16](=[S:37])[NH2:18])[N:14]=2)=[CH:4][CH:3]=1. (2) Given the reactants [CH2:1]([C:3]1[N:4]([C:28]2[CH:33]=[CH:32][C:31]([OH:34])=[CH:30][CH:29]=2)[C:5](=[O:27])[C:6]([CH2:12][C:13]2[CH:18]=[CH:17][C:16]([C:19]3[C:20]([C:25]#[N:26])=[CH:21][CH:22]=[CH:23][CH:24]=3)=[CH:15][CH:14]=2)=[C:7]([CH2:9][CH2:10][CH3:11])[N:8]=1)[CH3:2].[CH2:35]([O:37][CH2:38][CH:39](O)[CH2:40][O:41][CH2:42][CH3:43])[CH3:36].C1(P(C2C=CC=CC=2)C2C=CC=CC=2)C=CC=CC=1.[N:65]([C:66]([O:68]C(C)C)=[O:67])=[N:65][C:66]([O:68]C(C)C)=[O:67], predict the reaction product. The product is: [CH2:42]([O:41][CH2:40][CH:39]([CH2:38][O:37][CH2:35][CH3:36])[O:34][C:31]1[CH:32]=[CH:33][C:28]([N:4]2[C:5](=[O:27])[C:6]([CH2:12][C:13]3[CH:18]=[CH:17][C:16]([C:19]4[CH:24]=[CH:23][CH:22]=[CH:21][C:20]=4[C:25]4[NH:65][C:66](=[O:67])[O:68][N:26]=4)=[CH:15][CH:14]=3)=[C:7]([CH2:9][CH2:10][CH3:11])[N:8]=[C:3]2[CH2:1][CH3:2])=[CH:29][CH:30]=1)[CH3:43]. (3) Given the reactants FC1C([O:8][C:9]([C:11]2[CH:12]=[C:13]3[C:17](=[CH:18][CH:19]=2)[NH:16][C:15](=[O:20])[C:14]3=[N:21][NH:22][C:23]2[CH:28]=[CH:27][C:26]([S:29](=[O:32])(=[O:31])[NH2:30])=[CH:25][CH:24]=2)=O)=C(F)C(F)=C(F)C=1F.[CH3:37][NH:38][CH3:39].N1C=CC=CC=1, predict the reaction product. The product is: [CH3:37][N:38]([CH3:39])[C:9]([C:11]1[CH:12]=[C:13]2[C:17](=[CH:18][CH:19]=1)[NH:16][C:15](=[O:20])[C:14]2=[N:21][NH:22][C:23]1[CH:28]=[CH:27][C:26]([S:29](=[O:32])(=[O:31])[NH2:30])=[CH:25][CH:24]=1)=[O:8]. (4) The product is: [CH3:1][O:2][C:3](=[O:27])[C:4]1[CH:9]=[CH:8][C:7]([S:10](=[O:23])(=[O:22])[NH:11][C:12]2[CH:13]=[CH:14][CH:15]=[C:16]3[C:21]=2[N:20]=[CH:19][CH:18]=[CH:17]3)=[C:6]([NH2:24])[CH:5]=1. Given the reactants [CH3:1][O:2][C:3](=[O:27])[C:4]1[CH:9]=[CH:8][C:7]([S:10](=[O:23])(=[O:22])[NH:11][C:12]2[CH:13]=[CH:14][CH:15]=[C:16]3[C:21]=2[N:20]=[CH:19][CH:18]=[CH:17]3)=[C:6]([N+:24]([O-])=O)[CH:5]=1.Cl[Sn]Cl, predict the reaction product. (5) Given the reactants [N:1]([CH2:4][C@@H:5]1[C@@H:9]([OH:10])[CH2:8][CH2:7][N:6]1[C:11]([O:13][C:14]([CH3:17])([CH3:16])[CH3:15])=[O:12])=[N+:2]=[N-:3].C1(P(C2C=CC=CC=2)C2C=CC=CC=2)C=CC=CC=1.[N+:37]([C:40]1[CH:48]=[CH:47][C:43]([C:44](O)=[O:45])=[CH:42][CH:41]=1)([O-:39])=[O:38].N(C(OCC)=O)=NC(OCC)=O, predict the reaction product. The product is: [N:1]([CH2:4][C@@H:5]1[C@@H:9]([O:10][C:44]([C:43]2[CH:42]=[CH:41][C:40]([N+:37]([O-:39])=[O:38])=[CH:48][CH:47]=2)=[O:45])[CH2:8][CH2:7][N:6]1[C:11]([O:13][C:14]([CH3:17])([CH3:16])[CH3:15])=[O:12])=[N+:2]=[N-:3]. (6) Given the reactants [CH2:1]([N:8]1[C:16]2[C:11](=[CH:12][C:13]([C:17]3[CH:26]=[CH:25][C:20]([O:21][CH2:22][C:23]#[N:24])=[CH:19][CH:18]=3)=[CH:14][CH:15]=2)[C:10]([CH2:27][C:28]2[CH:33]=[CH:32][CH:31]=[CH:30][CH:29]=2)=[C:9]1[C:34]1[CH:39]=[CH:38][CH:37]=[CH:36][CH:35]=1)[C:2]1[CH:7]=[CH:6][CH:5]=[CH:4][CH:3]=1.[N-:40]=[N+:41]=[N-:42].[Na+].[NH4+].[Cl-], predict the reaction product. The product is: [CH2:1]([N:8]1[C:16]2[C:11](=[CH:12][C:13]([C:17]3[CH:26]=[CH:25][C:20]([O:21][CH2:22][C:23]4[NH:42][N:41]=[N:40][N:24]=4)=[CH:19][CH:18]=3)=[CH:14][CH:15]=2)[C:10]([CH2:27][C:28]2[CH:29]=[CH:30][CH:31]=[CH:32][CH:33]=2)=[C:9]1[C:34]1[CH:39]=[CH:38][CH:37]=[CH:36][CH:35]=1)[C:2]1[CH:3]=[CH:4][CH:5]=[CH:6][CH:7]=1. (7) Given the reactants [C:1]1([C:7]2[C:8]([C:12]([N:14]3[CH2:19][CH2:18][N:17]([C:20]4[CH:21]=[C:22]([CH:26]=[CH:27][CH:28]=4)[C:23]([NH2:25])=[O:24])[CH2:16][CH2:15]3)=[O:13])=[CH:9][NH:10][CH:11]=2)[CH:6]=[CH:5][CH:4]=[CH:3][CH:2]=1.[H-].[Na+].Br[CH2:32][CH2:33][O:34][Si:35]([C:38]([CH3:41])([CH3:40])[CH3:39])([CH3:37])[CH3:36], predict the reaction product. The product is: [Si:35]([O:34][CH:33]([N:10]1[CH:11]=[C:7]([C:1]2[CH:6]=[CH:5][CH:4]=[CH:3][CH:2]=2)[C:8]([C:12]([N:14]2[CH2:15][CH2:16][N:17]([C:20]3[CH:21]=[C:22]([CH:26]=[CH:27][CH:28]=3)[C:23]([NH2:25])=[O:24])[CH2:18][CH2:19]2)=[O:13])=[CH:9]1)[CH3:32])([C:38]([CH3:41])([CH3:40])[CH3:39])([CH3:37])[CH3:36].